From a dataset of Forward reaction prediction with 1.9M reactions from USPTO patents (1976-2016). Predict the product of the given reaction. (1) Given the reactants [CH3:1][N:2]1[CH:6]=[C:5](B2OC(C)(C)C(C)(C)O2)[CH:4]=[N:3]1.Br[C:17]1[CH:26]=[C:25]2[C:20]([CH:21]=[CH:22][C:23]([C:27]([NH:29][C:30]3[CH:31]=[N:32][CH:33]=[CH:34][C:35]=3[N:36]3[CH2:41][C@H:40]([CH:42]4[CH2:44][CH2:43]4)[C@@H:39]([O:45][Si](C(C)(C)C)(C)C)[C@H:38]([NH:53]C(=O)OC(C)(C)C)[CH2:37]3)=[O:28])=[N:24]2)=[N:19][CH:18]=1, predict the reaction product. The product is: [NH2:53][C@H:38]1[C@H:39]([OH:45])[C@@H:40]([CH:42]2[CH2:43][CH2:44]2)[CH2:41][N:36]([C:35]2[CH:34]=[CH:33][N:32]=[CH:31][C:30]=2[NH:29][C:27]([C:23]2[CH:22]=[CH:21][C:20]3[C:25](=[CH:26][C:17]([C:5]4[CH:4]=[N:3][N:2]([CH3:1])[CH:6]=4)=[CH:18][N:19]=3)[N:24]=2)=[O:28])[CH2:37]1. (2) Given the reactants [Cl:1][C:2]1[CH:3]=[CH:4][C:5]([I:11])=[C:6]([CH:10]=1)[C:7](O)=[O:8].O=S(Cl)[Cl:14], predict the reaction product. The product is: [Cl:1][C:2]1[CH:3]=[CH:4][C:5]([I:11])=[C:6]([CH:10]=1)[C:7]([Cl:14])=[O:8]. (3) Given the reactants [H-].[Na+].[NH:3]1[CH2:8][CH2:7][S:6][CH2:5][C:4]1=[O:9].[CH3:10][N:11]1[CH2:16][CH2:15][N:14]([C:17]2[CH:24]=[CH:23][CH:22]=[CH:21][C:18]=2[CH:19]=[O:20])[CH2:13][CH2:12]1, predict the reaction product. The product is: [OH:20][CH:19]([C:18]1[CH:21]=[CH:22][CH:23]=[CH:24][C:17]=1[N:14]1[CH2:13][CH2:12][N:11]([CH3:10])[CH2:16][CH2:15]1)[CH:5]1[S:6][CH2:7][CH2:8][NH:3][C:4]1=[O:9]. (4) The product is: [CH3:34][O:31][N:32]=[C:2]([C:4]1[CH:27]=[CH:26][C:7]([CH2:8][NH:9][C:10](=[O:25])[CH2:11][CH2:12][C:13]2[CH:18]=[CH:17][C:16]([O:19][CH2:20][C:21]#[CH:22])=[C:15]([O:23][CH3:24])[CH:14]=2)=[CH:6][CH:5]=1)[CH3:1]. Given the reactants [CH3:1][C:2]([C:4]1[CH:27]=[CH:26][C:7]([CH2:8][NH:9][C:10](=[O:25])[CH2:11][CH2:12][C:13]2[CH:18]=[CH:17][C:16]([O:19][CH2:20][C:21]#[CH:22])=[C:15]([O:23][CH3:24])[CH:14]=2)=[CH:6][CH:5]=1)=O.Cl.CO[O:31][NH2:32].N1C=CC=C[CH:34]=1.C(O)C, predict the reaction product. (5) Given the reactants S(Cl)(Cl)=O.[C:5]1([C:11]2[C:20]3[CH:19]=[CH:18][CH:17]=[CH:16][C:15]=3[C:14]3[NH:21][N:22]=[C:23]([C:24]([OH:26])=[O:25])[C:13]=3[N:12]=2)[CH:10]=[CH:9][CH:8]=[CH:7][CH:6]=1.[C:27](=O)([O-])O.[Na+], predict the reaction product. The product is: [C:5]1([C:11]2[C:20]3[CH:19]=[CH:18][CH:17]=[CH:16][C:15]=3[C:14]3[NH:21][N:22]=[C:23]([C:24]([O:26][CH3:27])=[O:25])[C:13]=3[N:12]=2)[CH:10]=[CH:9][CH:8]=[CH:7][CH:6]=1. (6) Given the reactants Cl.[CH2:2]1[O:13][C:12]2[CH:11]=[CH:10][C:6]([CH2:7][CH2:8][NH2:9])=[CH:5][C:4]=2[O:3]1.[Cl:14][CH2:15][C:16](Cl)=[O:17], predict the reaction product. The product is: [O:13]1[C:12]2[CH:11]=[CH:10][C:6]([CH2:7][CH2:8][NH:9][C:16](=[O:17])[CH2:15][Cl:14])=[CH:5][C:4]=2[O:3][CH2:2]1. (7) Given the reactants Cl[C:2]1[CH:7]=[C:6]([O:8][CH2:9][C:10]2[C:15]([F:16])=[CH:14][C:13]([F:17])=[CH:12][N:11]=2)[CH:5]=[CH:4][N:3]=1.C([O-])(=[O:20])C.[NH4+], predict the reaction product. The product is: [F:16][C:15]1[C:10]([CH2:9][O:8][C:6]2[CH:5]=[CH:4][NH:3][C:2](=[O:20])[CH:7]=2)=[N:11][CH:12]=[C:13]([F:17])[CH:14]=1. (8) The product is: [CH2:33]([Sn:37]([CH2:42][CH2:43][CH2:44][CH3:45])([CH2:38][CH2:39][CH2:40][CH3:41])[CH2:46][I:25])[CH2:34][CH2:35][CH3:36]. Given the reactants C1(P(C2C=CC=CC=2)C2C=CC=CC=2)C=CC=CC=1.O1CCCC1.[I:25]N1C(=O)CCC1=O.[CH2:33]([Sn:37]([CH2:46]O)([CH2:42][CH2:43][CH2:44][CH3:45])[CH2:38][CH2:39][CH2:40][CH3:41])[CH2:34][CH2:35][CH3:36], predict the reaction product. (9) Given the reactants [C:1]([O:5][C:6]([NH:8][CH:9]([C:11]1[NH:12][C:13]([C:21]2[CH:30]=[CH:29][CH:28]=[C:27]3[C:22]=2[N:23]=[C:24]([NH:32][CH2:33][C:34]([F:37])([F:36])[F:35])[C:25]([CH3:31])=[N:26]3)=[CH:14][C:15]=1[C:16]([O:18][CH2:19][CH3:20])=[O:17])C)=[O:7])([CH3:4])([CH3:3])[CH3:2].BrCC(C1C=CC=C2C=1N=C(NCC(F)(F)F)C(C)=N2)=O.C(OC(NCC(=O)CC(OCC)=O)=O)(C)(C)C.C([O-])([O-])=O.[K+].[K+].C(OC(NCC(=O)C(CC(C1C=CC=C2C=1N=C(NCC(F)(F)F)C(C)=N2)=O)C(OCC)=O)=O)(C)(C)C, predict the reaction product. The product is: [C:1]([O:5][C:6]([NH:8][CH2:9][C:11]1[NH:12][C:13]([C:21]2[CH:30]=[CH:29][CH:28]=[C:27]3[C:22]=2[N:23]=[C:24]([NH:32][CH2:33][C:34]([F:35])([F:36])[F:37])[C:25]([CH3:31])=[N:26]3)=[CH:14][C:15]=1[C:16]([O:18][CH2:19][CH3:20])=[O:17])=[O:7])([CH3:2])([CH3:3])[CH3:4].